Dataset: Forward reaction prediction with 1.9M reactions from USPTO patents (1976-2016). Task: Predict the product of the given reaction. (1) Given the reactants [NH2:1][C@H:2]1[CH2:8][CH2:7][S:6][C@H:5]2[CH2:9][CH2:10][CH2:11][C@@H:12]([C:13]([O:15][CH3:16])=[O:14])[N:4]2[C:3]1=[O:17].[C:18](O[C:18]([O:20][C:21]([CH3:24])([CH3:23])[CH3:22])=[O:19])([O:20][C:21]([CH3:24])([CH3:23])[CH3:22])=[O:19], predict the reaction product. The product is: [C:21]([O:20][C:18]([NH:1][C@H:2]1[CH2:8][CH2:7][S:6][C@H:5]2[CH2:9][CH2:10][CH2:11][C@@H:12]([C:13]([O:15][CH3:16])=[O:14])[N:4]2[C:3]1=[O:17])=[O:19])([CH3:24])([CH3:23])[CH3:22]. (2) Given the reactants [O:1]1[CH:5]=[CH:4][C:3]([C:6]2([C:9]#[N:10])[CH2:8][CH2:7]2)=[N:2]1.[CH2:11]([OH:13])[CH3:12].C([Cl:17])(=O)C, predict the reaction product. The product is: [ClH:17].[O:1]1[CH:5]=[CH:4][C:3]([C:6]2([C:9](=[NH:10])[O:13][CH2:11][CH3:12])[CH2:8][CH2:7]2)=[N:2]1. (3) Given the reactants [CH3:1][O:2][C:3]1[CH:8]=[CH:7][C:6]([CH2:9]O)=[C:5]([CH3:11])[C:4]=1[CH3:12].O=S(Cl)[Cl:15], predict the reaction product. The product is: [Cl:15][CH2:9][C:6]1[CH:7]=[CH:8][C:3]([O:2][CH3:1])=[C:4]([CH3:12])[C:5]=1[CH3:11]. (4) Given the reactants CCN(C(C)C)C(C)C.[CH3:10][O:11][C:12]1[CH:13]=[CH:14][CH:15]=[C:16]2[C:21]=1[O:20][C:19](=[O:22])[C:18]([C:23]([OH:25])=O)=[CH:17]2.CN(C(ON1N=NC2C=CC=NC1=2)=[N+](C)C)C.F[P-](F)(F)(F)(F)F.[O:50]=[C:51]1[NH:55][C:54]2[CH:56]=[CH:57][C:58]([C:60]3[CH:61]=[C:62]([NH2:66])[CH:63]=[CH:64][CH:65]=3)=[CH:59][C:53]=2[NH:52]1, predict the reaction product. The product is: [O:50]=[C:51]1[NH:55][C:54]2[CH:56]=[CH:57][C:58]([C:60]3[CH:61]=[C:62]([NH:66][C:23]([C:18]4[C:19](=[O:22])[O:20][C:21]5[C:16]([CH:17]=4)=[CH:15][CH:14]=[CH:13][C:12]=5[O:11][CH3:10])=[O:25])[CH:63]=[CH:64][CH:65]=3)=[CH:59][C:53]=2[NH:52]1. (5) The product is: [CH3:1][O:2][C:3]1[CH:4]=[C:5]2[C:10](=[CH:11][C:12]=1[O:13][CH3:14])[N:9]=[CH:8][CH:7]=[C:6]2[O:15][C:16]1[CH:22]=[CH:21][C:19]([NH:20][C:41](=[S:57])[O:47][C:24]2[CH:25]=[CH:26][C:58]([Cl:60])=[CH:28][C:23]=2[CH3:29])=[CH:18][CH:17]=1. Given the reactants [CH3:1][O:2][C:3]1[CH:4]=[C:5]2[C:10](=[CH:11][C:12]=1[O:13][CH3:14])[N:9]=[CH:8][CH:7]=[C:6]2[O:15][C:16]1[CH:22]=[CH:21][C:19]([NH2:20])=[CH:18][CH:17]=1.[C:23]1([CH3:29])[CH:28]=C[CH:26]=[CH:25][CH:24]=1.C(N(CC)CC)C.ClC(Cl)(O[C:41](=[O:47])OC(Cl)(Cl)Cl)Cl.CC1C=C(Cl)C=CC=1[SH:57].[CH2:58]([Cl:60])Cl, predict the reaction product. (6) Given the reactants Br[C:2]1[CH:11]=[CH:10][C:5]([C:6]([O:8][CH3:9])=[O:7])=[C:4]([CH2:12][N:13]2[C:17](=[O:18])[N:16]([CH2:19][CH:20]([OH:25])[C:21]([F:24])([F:23])[F:22])[C:15]([C:26]3[CH:31]=[CH:30][C:29]([Cl:32])=[CH:28][CH:27]=3)=[N:14]2)[CH:3]=1.[F:33][C:34]([F:45])([F:44])[C:35]1[CH:40]=[CH:39][CH:38]=[CH:37][C:36]=1B(O)O, predict the reaction product. The product is: [Cl:32][C:29]1[CH:30]=[CH:31][C:26]([C:15]2[N:16]([CH2:19][CH:20]([OH:25])[C:21]([F:24])([F:22])[F:23])[C:17](=[O:18])[N:13]([CH2:12][C:4]3[CH:3]=[C:2]([C:36]4[CH:37]=[CH:38][CH:39]=[CH:40][C:35]=4[C:34]([F:45])([F:44])[F:33])[CH:11]=[CH:10][C:5]=3[C:6]([O:8][CH3:9])=[O:7])[N:14]=2)=[CH:27][CH:28]=1. (7) Given the reactants [CH2:1]([O:3][C:4]([N:6]1[CH2:11][CH2:10][CH:9]([CH2:12][OH:13])[CH2:8][CH2:7]1)=[O:5])[CH3:2].[Cr](Cl)([O-])(=O)=O.[NH+]1C=CC=CC=1, predict the reaction product. The product is: [CH2:1]([O:3][C:4]([N:6]1[CH2:11][CH2:10][CH:9]([CH:12]=[O:13])[CH2:8][CH2:7]1)=[O:5])[CH3:2]. (8) The product is: [Si:1]([O:8][CH2:9][C:10]1[CH:11]=[CH:12][C:13]([C:14]2[O:15][C:21]([CH2:22][CH3:23])=[N:17][N:16]=2)=[CH:18][CH:19]=1)([C:4]([CH3:7])([CH3:6])[CH3:5])([CH3:3])[CH3:2]. Given the reactants [Si:1]([O:8][CH2:9][C:10]1[CH:19]=[CH:18][C:13]([C:14]([NH:16][NH2:17])=[O:15])=[CH:12][CH:11]=1)([C:4]([CH3:7])([CH3:6])[CH3:5])([CH3:3])[CH3:2].Cl.[C:21](=N)(OCC)[CH2:22][CH3:23].CCN(CC)CC, predict the reaction product. (9) Given the reactants [N:1]1[CH:5]=[C:4]([C:6]2[CH:7]=[C:8]([N:12]3[C:16]4=[N:17][CH:18]=[N:19][C:20]([NH2:21])=[C:15]4[CH:14]=[N:13]3)[CH:9]=[CH:10][CH:11]=2)[NH:3][CH:2]=1.[H-].[Na+].[C:24](Cl)(=[O:26])[CH3:25], predict the reaction product. The product is: [NH2:21][C:20]1[N:19]=[CH:18][N:17]=[C:16]2[N:12]([C:8]3[CH:7]=[C:6]([C:4]4[N:3]=[CH:2][N:1]([C:24](=[O:26])[CH3:25])[CH:5]=4)[CH:11]=[CH:10][CH:9]=3)[N:13]=[CH:14][C:15]=12.